Dataset: CYP2C9 inhibition data for predicting drug metabolism from PubChem BioAssay. Task: Regression/Classification. Given a drug SMILES string, predict its absorption, distribution, metabolism, or excretion properties. Task type varies by dataset: regression for continuous measurements (e.g., permeability, clearance, half-life) or binary classification for categorical outcomes (e.g., BBB penetration, CYP inhibition). Dataset: cyp2c9_veith. The compound is CCNc1nc(Sc2ccc(C)cc2)cc(C(F)(F)F)n1. The result is 1 (inhibitor).